Regression. Given a peptide amino acid sequence and an MHC pseudo amino acid sequence, predict their binding affinity value. This is MHC class I binding data. From a dataset of Peptide-MHC class I binding affinity with 185,985 pairs from IEDB/IMGT. (1) The MHC is HLA-A68:02 with pseudo-sequence HLA-A68:02. The binding affinity (normalized) is 0.323. The peptide sequence is IVPDADPPI. (2) The peptide sequence is NVSIPWTHK. The MHC is HLA-A68:02 with pseudo-sequence HLA-A68:02. The binding affinity (normalized) is 0. (3) The peptide sequence is SYLIRALTL. The MHC is HLA-B15:17 with pseudo-sequence HLA-B15:17. The binding affinity (normalized) is 0.512. (4) The peptide sequence is ILMIFISSF. The MHC is HLA-A32:01 with pseudo-sequence HLA-A32:01. The binding affinity (normalized) is 0.587. (5) The peptide sequence is LHSTYFPCF. The binding affinity (normalized) is 0.716. The MHC is Mamu-B1001 with pseudo-sequence Mamu-B1001. (6) The peptide sequence is RLLRMNNEN. The MHC is HLA-A69:01 with pseudo-sequence HLA-A69:01. The binding affinity (normalized) is 0.0847. (7) The peptide sequence is YVLDHLIVV. The MHC is HLA-A26:01 with pseudo-sequence HLA-A26:01. The binding affinity (normalized) is 0.193.